This data is from Full USPTO retrosynthesis dataset with 1.9M reactions from patents (1976-2016). The task is: Predict the reactants needed to synthesize the given product. (1) Given the product [CH:10]1[C:11]2[NH:12][C:13]3[C:5](=[CH:4][C:3]([C:18](=[O:19])[CH3:20])=[CH:2][CH:1]=3)[C:6]=2[CH:7]=[C:8]([C:31](=[O:22])[CH3:26])[CH:9]=1, predict the reactants needed to synthesize it. The reactants are: [CH:1]1[C:13]2[NH:12][C:11]3[C:6](=[CH:7][CH:8]=[CH:9][CH:10]=3)[C:5]=2[CH:4]=[CH:3][CH:2]=1.[Al+3].[Cl-].[Cl-].[Cl-].[C:18](Cl)([CH3:20])=[O:19].[OH2:22].[N+]([C:26]1[CH:31]=CC=CC=1)([O-])=O. (2) Given the product [CH:32]1([CH2:31][O:30][C:22]2[CH:23]=[C:24]([F:29])[C:25]([O:27][CH3:28])=[CH:26][C:21]=2[C:20]2[CH:19]=[CH:18][N:17]=[C:16]3[C:12]([C:10]([NH:9][C@H:6]4[CH2:7][CH2:8][C@@H:3]([NH:2][C:40](=[O:39])[CH2:41][OH:42])[CH2:4][CH2:5]4)=[O:11])=[C:13]([CH3:35])[NH:14][C:15]=23)[CH2:33][CH2:34]1, predict the reactants needed to synthesize it. The reactants are: Cl.[NH2:2][C@@H:3]1[CH2:8][CH2:7][C@H:6]([NH:9][C:10]([C:12]2[C:16]3=[N:17][CH:18]=[CH:19][C:20]([C:21]4[CH:26]=[C:25]([O:27][CH3:28])[C:24]([F:29])=[CH:23][C:22]=4[O:30][CH2:31][CH:32]4[CH2:34][CH2:33]4)=[C:15]3[NH:14][C:13]=2[CH3:35])=[O:11])[CH2:5][CH2:4]1.C([O:39][CH2:40][C:41](Cl)=[O:42])(=O)C. (3) Given the product [N:32]1([C:30]2[N:31]=[C:26]([N:25]3[C:19]4[CH:18]=[C:17]([C:15]5[N:16]=[C:11]([NH2:10])[CH:12]=[N:13][CH:14]=5)[N:22]=[CH:21][C:20]=4[CH:23]=[N:24]3)[CH:27]=[CH:28][CH:29]=2)[CH2:38][CH2:37][CH2:36][NH:35][CH2:34][CH2:33]1, predict the reactants needed to synthesize it. The reactants are: COC1C=CC(C[NH:10][C:11]2[N:16]=[C:15]([C:17]3[N:22]=[CH:21][C:20]4[CH:23]=[N:24][N:25]([C:26]5[N:31]=[C:30]([N:32]6[CH2:38][CH2:37][CH2:36][N:35](C(OC(C)(C)C)=O)[CH2:34][CH2:33]6)[CH:29]=[CH:28][CH:27]=5)[C:19]=4[CH:18]=3)[CH:14]=[N:13][CH:12]=2)=CC=1.Cl.OS(C(F)(F)F)(=O)=O. (4) Given the product [CH2:24]([O:23][C:21]([C:18]1[CH:19]=[CH:20][C:15]([C@H:39]2[CH2:38][CH2:37][CH:36]=[CH:35]2)=[CH:16][CH:17]=1)=[O:22])[CH3:25], predict the reactants needed to synthesize it. The reactants are: O1CCOCC1.O([C:15]1[CH:20]=[CH:19][C:18]([C:21]([O:23][CH2:24][CH3:25])=[O:22])=[CH:17][CH:16]=1)S(C(F)(F)F)(=O)=O.C(N(C(C)C)C(C)C)C.[CH:35]1[CH2:39][CH2:38][CH2:37][CH:36]=1.